From a dataset of Forward reaction prediction with 1.9M reactions from USPTO patents (1976-2016). Predict the product of the given reaction. (1) Given the reactants [NH2:1][C:2]1[N:7]=[C:6]([NH2:8])[C:5]([NH2:9])=[C:4]([O:10][CH2:11][C:12]2[CH:17]=[CH:16][CH:15]=[CH:14][CH:13]=2)[N:3]=1.[C:18](N1C=CN=C1)(N1C=CN=C1)=[O:19].O, predict the reaction product. The product is: [CH:15]1[CH:14]=[CH:13][C:12]([CH2:11][O:10][C:4]2[C:5]3[NH:9][C:18]([NH:8][C:6]=3[N:7]=[C:2]([NH2:1])[N:3]=2)=[O:19])=[CH:17][CH:16]=1. (2) Given the reactants [S:1]1[C:5]2[CH:6]=[CH:7][CH:8]=[CH:9][C:4]=2[N:3]=[C:2]1[C:10]1[C:15](=[O:16])[NH:14][C:13]([CH:17]2[CH2:22][CH2:21][NH:20][CH2:19][CH2:18]2)=[N:12][C:11]=1[NH:23][C@@H:24]1[CH2:29][CH2:28][CH2:27][N:26]([C:30]([O:32][C:33]([CH3:36])([CH3:35])[CH3:34])=[O:31])[CH2:25]1.C(N(CC)CC)C.Cl[C:45]([O:47][CH3:48])=[O:46], predict the reaction product. The product is: [S:1]1[C:5]2[CH:6]=[CH:7][CH:8]=[CH:9][C:4]=2[N:3]=[C:2]1[C:10]1[C:15](=[O:16])[NH:14][C:13]([CH:17]2[CH2:18][CH2:19][N:20]([C:45]([O:47][CH3:48])=[O:46])[CH2:21][CH2:22]2)=[N:12][C:11]=1[NH:23][C@@H:24]1[CH2:29][CH2:28][CH2:27][N:26]([C:30]([O:32][C:33]([CH3:36])([CH3:35])[CH3:34])=[O:31])[CH2:25]1. (3) Given the reactants [OH:1][C:2]1[CH:3]=[C:4]2[C:8](=[CH:9][CH:10]=1)[C:7](=[O:11])[CH2:6][CH2:5]2.[H-].[Na+].[CH2:14](Br)[CH:15]=[CH2:16], predict the reaction product. The product is: [CH2:16]([O:1][C:2]1[CH:3]=[C:4]2[C:8](=[CH:9][CH:10]=1)[C:7](=[O:11])[CH2:6][CH2:5]2)[CH:15]=[CH2:14]. (4) Given the reactants C([O:3][C:4](=[O:23])[CH2:5][CH2:6][CH2:7][CH2:8][C@@H:9]1[CH2:13][C:12]([F:15])([F:14])[CH2:11][N:10]1[C:16]([O:18][C:19]([CH3:22])([CH3:21])[CH3:20])=[O:17])C.C(O)C.O[Li].O, predict the reaction product. The product is: [C:19]([O:18][C:16]([N:10]1[CH2:11][C:12]([F:14])([F:15])[CH2:13][C@H:9]1[CH2:8][CH2:7][CH2:6][CH2:5][C:4]([OH:23])=[O:3])=[O:17])([CH3:22])([CH3:20])[CH3:21]. (5) Given the reactants C(N(CC)CC)C.[C:8]([N:27]1[CH:31]=[C:30]([CH2:32][OH:33])[N:29]=[CH:28]1)([C:21]1[CH:26]=[CH:25][CH:24]=[CH:23][CH:22]=1)([C:15]1[CH:20]=[CH:19][CH:18]=[CH:17][CH:16]=1)[C:9]1[CH:14]=[CH:13][CH:12]=[CH:11][CH:10]=1.[Si:34]([O:41][CH:42]([C:46]1[CH:51]=[CH:50][C:49]([C:52]#[N:53])=[CH:48][CH:47]=1)[C:43](O)=[O:44])([C:37]([CH3:40])([CH3:39])[CH3:38])([CH3:36])[CH3:35], predict the reaction product. The product is: [Si:34]([O:41][CH:42]([C:46]1[CH:47]=[CH:48][C:49]([C:52]#[N:53])=[CH:50][CH:51]=1)[C:43]([O:33][CH2:32][C:30]1[N:29]=[CH:28][N:27]([C:8]([C:21]2[CH:22]=[CH:23][CH:24]=[CH:25][CH:26]=2)([C:15]2[CH:16]=[CH:17][CH:18]=[CH:19][CH:20]=2)[C:9]2[CH:14]=[CH:13][CH:12]=[CH:11][CH:10]=2)[CH:31]=1)=[O:44])([C:37]([CH3:40])([CH3:39])[CH3:38])([CH3:36])[CH3:35]. (6) Given the reactants C[O:2][C:3]([C:5]1[S:9][C:8]([N:10]2[C:14]3[CH:15]=[C:16]([O:21][CH3:22])[C:17]([O:19][CH3:20])=[CH:18][C:13]=3[N:12]=[CH:11]2)=[N:7][C:6]=1Br)=[O:4].[F:24][C:25]1[C:30]([F:31])=[CH:29][CH:28]=[CH:27][C:26]=1B(O)O, predict the reaction product. The product is: [F:24][C:25]1[C:30]([F:31])=[CH:29][CH:28]=[CH:27][C:26]=1[C:6]1[N:7]=[C:8]([N:10]2[C:14]3[CH:15]=[C:16]([O:21][CH3:22])[C:17]([O:19][CH3:20])=[CH:18][C:13]=3[N:12]=[CH:11]2)[S:9][C:5]=1[C:3]([OH:2])=[O:4].